Dataset: Reaction yield outcomes from USPTO patents with 853,638 reactions. Task: Predict the reaction yield, written as a fraction of the theoretical maximum amount of product (1.0 means a 100% yield; for example, 0.34 means a 34% yield). (1) The reactants are [F:1][C:2]1[CH:7]=[CH:6][C:5]([N:8]2[C:12]3[CH:13]=[N:14][CH:15]=[C:16]([C:17]([OH:19])=O)[C:11]=3[CH:10]=[N:9]2)=[CH:4][CH:3]=1.Cl.[CH3:21][S:22]([C:25]1[CH:30]=[C:29]([CH2:31][NH2:32])[CH:28]=[CH:27][N:26]=1)(=[O:24])=[O:23].CN1CCOCC1.CCCP(=O)=O. The catalyst is O.CN1C(=O)CCC1. The product is [CH3:21][S:22]([C:25]1[CH:30]=[C:29]([CH2:31][NH:32][C:17]([C:16]2[C:11]3[CH:10]=[N:9][N:8]([C:5]4[CH:4]=[CH:3][C:2]([F:1])=[CH:7][CH:6]=4)[C:12]=3[CH:13]=[N:14][CH:15]=2)=[O:19])[CH:28]=[CH:27][N:26]=1)(=[O:24])=[O:23]. The yield is 0.880. (2) The reactants are Cl[C:2]1[C:7]([C:8]2[CH:13]=[CH:12][CH:11]=[CH:10][CH:9]=2)=[CH:6][N:5]=[C:4]2[N:14]([S:17]([C:20]3[CH:25]=[CH:24][CH:23]=[CH:22][CH:21]=3)(=[O:19])=[O:18])[CH:15]=[CH:16][C:3]=12.[NH:26]1[CH2:31][CH2:30][NH:29][CH2:28][CH2:27]1.[CH3:32][C:33]([O:36][C:37](O[C:37]([O:36][C:33]([CH3:35])([CH3:34])[CH3:32])=[O:38])=[O:38])([CH3:35])[CH3:34].C([O-])([O-])=O.[Na+].[Na+]. The catalyst is CN1C(=O)CCC1.C(Cl)Cl.O. The product is [C:8]1([C:7]2[C:2]([N:26]3[CH2:31][CH2:30][N:29]([C:37]([O:36][C:33]([CH3:35])([CH3:34])[CH3:32])=[O:38])[CH2:28][CH2:27]3)=[C:3]3[CH:16]=[CH:15][N:14]([S:17]([C:20]4[CH:25]=[CH:24][CH:23]=[CH:22][CH:21]=4)(=[O:19])=[O:18])[C:4]3=[N:5][CH:6]=2)[CH:13]=[CH:12][CH:11]=[CH:10][CH:9]=1. The yield is 0.954. (3) The reactants are [Br:1][C:2]1[C:14]2[C:13]3[C:8](=[CH:9][C:10]([C:15]4([OH:18])[CH2:17][CH2:16]4)=[CH:11][CH:12]=3)[NH:7][C:6]=2[C:5]([C:19]([NH2:21])=[O:20])=[CH:4][CH:3]=1.[C:22]([Si:26](Cl)([CH3:28])[CH3:27])([CH3:25])([CH3:24])[CH3:23].N1C=CN=C1. The catalyst is CN(C=O)C.CCOC(C)=O. The product is [Br:1][C:2]1[C:14]2[C:13]3[C:8](=[CH:9][C:10]([C:15]4([O:18][Si:26]([C:22]([CH3:25])([CH3:24])[CH3:23])([CH3:28])[CH3:27])[CH2:17][CH2:16]4)=[CH:11][CH:12]=3)[NH:7][C:6]=2[C:5]([C:19]([NH2:21])=[O:20])=[CH:4][CH:3]=1. The yield is 0.670. (4) The reactants are C(OC([NH:8][CH2:9][CH:10]1[CH2:15][CH2:14][N:13]([C:16]2[N:20]([CH3:21])[N:19]=[CH:18][C:17]=2[NH:22][C:23]([C:25]2[N:26]=[C:27](Br)[S:28][C:29]=2[NH:30]C(=O)OC(C)(C)C)=[O:24])[CH2:12][CH2:11]1)=O)CCC.[CH2:39]([C:41]1[CH:42]=[C:43](B(O)O)[CH:44]=[CH:45][CH:46]=1)[CH3:40]. The product is [NH2:30][C:29]1[S:28][C:27]([C:45]2[CH:44]=[CH:43][CH:42]=[C:41]([CH2:39][CH3:40])[CH:46]=2)=[N:26][C:25]=1[C:23]([NH:22][C:17]1[CH:18]=[N:19][N:20]([CH3:21])[C:16]=1[N:13]1[CH2:14][CH2:15][CH:10]([CH2:9][NH2:8])[CH2:11][CH2:12]1)=[O:24]. The yield is 0.290. No catalyst specified.